Task: Predict the product of the given reaction.. Dataset: Forward reaction prediction with 1.9M reactions from USPTO patents (1976-2016) (1) The product is: [Cl:1][C:2]1[CH:3]=[CH:4][C:5]([S:8]([CH:11]2[CH2:13][CH2:12]2)(=[O:10])=[O:9])=[N:6][CH:7]=1. Given the reactants [Cl:1][C:2]1[CH:3]=[CH:4][C:5]([S:8]([CH2:11][CH2:12][CH2:13]Cl)(=[O:10])=[O:9])=[N:6][CH:7]=1.CC(C)([O-])C.[K+].[Cl-].[NH4+], predict the reaction product. (2) Given the reactants [N+:1]([C:4]1[N:9]=[CH:8][C:7]([N:10]2[CH2:13][CH:12]([OH:14])[CH2:11]2)=[CH:6][CH:5]=1)([O-:3])=[O:2].CCN(CC)CC.[CH3:22][C:23]([Si:26](Cl)([CH3:28])[CH3:27])([CH3:25])[CH3:24].CCOC(C)=O.C([O-])(O)=O.[Na+], predict the reaction product. The product is: [C:23]([Si:26]([CH3:28])([CH3:27])[O:14][CH:12]1[CH2:11][N:10]([C:7]2[CH:6]=[CH:5][C:4]([N+:1]([O-:3])=[O:2])=[N:9][CH:8]=2)[CH2:13]1)([CH3:25])([CH3:24])[CH3:22].